This data is from Reaction yield outcomes from USPTO patents with 853,638 reactions. The task is: Predict the reaction yield, written as a fraction of the theoretical maximum amount of product (1.0 means a 100% yield; for example, 0.34 means a 34% yield). The reactants are [F:1][CH:2]([F:11])[C:3](=[O:10])[CH2:4][C:5]([O:7][CH2:8][CH3:9])=[O:6].[BH4-].[Na+]. The catalyst is C1(C)C=CC=CC=1. The product is [F:1][CH:2]([F:11])[CH:3]([OH:10])[CH2:4][C:5]([O:7][CH2:8][CH3:9])=[O:6]. The yield is 0.760.